From a dataset of Full USPTO retrosynthesis dataset with 1.9M reactions from patents (1976-2016). Predict the reactants needed to synthesize the given product. (1) Given the product [Br:29][C:11]1[C:10]2[C:20]3=[C:19]4[C:7](=[CH:8][CH:9]=2)[CH:6]=[C:5]([C:1]([CH3:4])([CH3:2])[CH3:3])[CH:18]=[C:17]4[CH:16]=[CH:15][C:14]3=[C:13]([C:21]2[CH:26]=[CH:25][CH:24]=[CH:23][CH:22]=2)[CH:12]=1, predict the reactants needed to synthesize it. The reactants are: [C:1]([C:5]1[CH:6]=[C:7]2[C:19]3=[C:20]4[C:10](=[CH:11][CH:12]=[C:13]([C:21]5[CH:26]=[CH:25][CH:24]=[CH:23][CH:22]=5)[C:14]4=[CH:15][CH:16]=[C:17]3[CH:18]=1)[CH:9]=[CH:8]2)([CH3:4])([CH3:3])[CH3:2].CO.[Br-:29].[Br-].[Br-].C([N+](C)(C)C)C1C=CC=CC=1.C([N+](C)(C)C)C1C=CC=CC=1.C([N+](C)(C)C)C1C=CC=CC=1.O. (2) Given the product [C:1]([C:5]1[O:9][N:8]=[C:7]([NH:10][C:11]([NH:13][C:14]2[CH:19]=[CH:18][CH:17]=[C:16]([O:20][C:21]3[C:30]4[C:25](=[CH:26][CH:27]=[C:28]([C:37]5[O:38][C:34]([CH:32]=[O:33])=[CH:35][CH:36]=5)[CH:29]=4)[N:24]=[CH:23][N:22]=3)[CH:15]=2)=[O:12])[CH:6]=1)([CH3:4])([CH3:3])[CH3:2], predict the reactants needed to synthesize it. The reactants are: [C:1]([C:5]1[O:9][N:8]=[C:7]([NH:10][C:11]([NH:13][C:14]2[CH:19]=[CH:18][CH:17]=[C:16]([O:20][C:21]3[C:30]4[C:25](=[CH:26][CH:27]=[C:28](I)[CH:29]=4)[N:24]=[CH:23][N:22]=3)[CH:15]=2)=[O:12])[CH:6]=1)([CH3:4])([CH3:3])[CH3:2].[CH:32]([C:34]1[O:38][C:37](B(O)O)=[CH:36][CH:35]=1)=[O:33].C([O-])([O-])=O.[Na+].[Na+]. (3) Given the product [Br:22][CH2:1][C:2]1[N:3]=[C:4]([C:12]2[CH:17]=[CH:16][C:15]([C:18]([F:21])([F:20])[F:19])=[CH:14][CH:13]=2)[S:5][C:6]=1[C:7]([O:9][CH2:10][CH3:11])=[O:8], predict the reactants needed to synthesize it. The reactants are: [CH3:1][C:2]1[N:3]=[C:4]([C:12]2[CH:17]=[CH:16][C:15]([C:18]([F:21])([F:20])[F:19])=[CH:14][CH:13]=2)[S:5][C:6]=1[C:7]([O:9][CH2:10][CH3:11])=[O:8].[Br:22]N1C(=O)CCC1=O.C(OOC(=O)C1C=CC=CC=1)(=O)C1C=CC=CC=1. (4) Given the product [I:1][C:2]1[CH:7]=[CH:6][C:5]([O:8][CH3:9])=[C:4]([CH:3]=1)[CH:10]=[O:11], predict the reactants needed to synthesize it. The reactants are: [I:1][C:2]1[CH:7]=[CH:6][C:5]([O:8][CH3:9])=[CH:4][CH:3]=1.[CH3:10][O:11]C(Cl)Cl.C(=O)(O)[O-].[Na+]. (5) Given the product [C:53]([CH:15]1[CH2:16][C:17]2[C:25]3[C:20]([N:19]([CH2:42][C:43]4[C:48]([CH3:49])=[C:47]([O:1][CH3:55])[C:46]([CH3:52])=[CH:45][N:44]=4)[N:18]=2)=[N:21][C:22]([N:27]([C:28]([O:30][C:31]([CH3:32])([CH3:34])[CH3:33])=[O:29])[C:35]([O:37][C:38]([CH3:39])([CH3:40])[CH3:41])=[O:36])=[N:23][C:24]=3[S:2]1)#[N:54], predict the reactants needed to synthesize it. The reactants are: [OH2:1].[SH-:2].[Na+].CC1C=CC(S(O[CH:15]([C:53]#[N:54])[CH2:16][C:17]2[C:25]3[C:20](=[N:21][C:22]([N:27]([C:35]([O:37][C:38]([CH3:41])([CH3:40])[CH3:39])=[O:36])[C:28]([O:30][C:31]([CH3:34])([CH3:33])[CH3:32])=[O:29])=[N:23][C:24]=3Cl)[N:19]([CH2:42][C:43]3[C:48]([CH3:49])=[C:47](OC)[C:46]([CH3:52])=[CH:45][N:44]=3)[N:18]=2)(=O)=O)=CC=1.[CH3:55]N(C)C=O. (6) The reactants are: Br[C:2]1[C:3](=[O:12])[CH2:4][CH2:5][C:6]=1[O:7][CH2:8][CH:9]([CH3:11])[CH3:10].F[C:14]1C=CC(B(O)O)=CC=1.COC1C=CC=C(OC)[C:30]=1[C:31]1[CH:32]=[CH:33][CH:34]=[CH:35][C:36]=1P(C1CCCCC1)C1CCCCC1.[O-]P([O-])([O-])=O.[K+].[K+].[K+]. Given the product [CH3:14][C:33]1[CH:34]=[CH:35][CH:36]=[C:31]([CH3:30])[C:32]=1[C:2]1[C:3](=[O:12])[CH2:4][CH2:5][C:6]=1[O:7][CH2:8][CH:9]([CH3:11])[CH3:10], predict the reactants needed to synthesize it. (7) Given the product [CH2:17]([NH:24][S:25]([C:28]1[CH:33]=[CH:32][C:31]([N:34]2[CH2:39][CH2:38][CH:37]([NH:1][CH2:2][CH:3]([OH:4])[C:5]3[CH:6]=[CH:7][C:8]([OH:16])=[C:9]([NH:11][S:12]([CH3:15])(=[O:14])=[O:13])[CH:10]=3)[CH2:36][CH2:35]2)=[CH:30][CH:29]=1)(=[O:26])=[O:27])[C:18]1[CH:19]=[CH:20][CH:21]=[CH:22][CH:23]=1, predict the reactants needed to synthesize it. The reactants are: [NH2:1][CH2:2][CH:3]([C:5]1[CH:6]=[CH:7][C:8]([OH:16])=[C:9]([NH:11][S:12]([CH3:15])(=[O:14])=[O:13])[CH:10]=1)[OH:4].[CH2:17]([NH:24][S:25]([C:28]1[CH:33]=[CH:32][C:31]([N:34]2[CH2:39][CH2:38][C:37](=O)[CH2:36][CH2:35]2)=[CH:30][CH:29]=1)(=[O:27])=[O:26])[C:18]1[CH:23]=[CH:22][CH:21]=[CH:20][CH:19]=1.